Dataset: Peptide-MHC class I binding affinity with 185,985 pairs from IEDB/IMGT. Task: Regression. Given a peptide amino acid sequence and an MHC pseudo amino acid sequence, predict their binding affinity value. This is MHC class I binding data. (1) The peptide sequence is RSFAERLDR. The MHC is HLA-B27:05 with pseudo-sequence HLA-B27:05. The binding affinity (normalized) is 0.247. (2) The binding affinity (normalized) is 0.0847. The peptide sequence is FHNEFTQRL. The MHC is HLA-B15:01 with pseudo-sequence HLA-B15:01. (3) The peptide sequence is AMIDRLHQT. The MHC is HLA-B44:02 with pseudo-sequence HLA-B44:02. The binding affinity (normalized) is 0.0847. (4) The peptide sequence is MMVENLTLL. The MHC is H-2-Kb with pseudo-sequence H-2-Kb. The binding affinity (normalized) is 0.808. (5) The peptide sequence is IIRLHSDASK. The MHC is HLA-A03:01 with pseudo-sequence HLA-A03:01. The binding affinity (normalized) is 0.466. (6) The peptide sequence is GHYTHITAK. The MHC is HLA-B58:01 with pseudo-sequence HLA-B58:01. The binding affinity (normalized) is 0.0847.